Dataset: Full USPTO retrosynthesis dataset with 1.9M reactions from patents (1976-2016). Task: Predict the reactants needed to synthesize the given product. (1) Given the product [C:33]([OH:40])(=[O:39])/[CH:34]=[CH:35]/[C:36]([OH:38])=[O:37].[OH:1][CH2:2][C@H:3]([NH:6][C:7]1[N:12]=[C:11]([NH:13][CH2:14][C:15]2[CH:16]=[CH:17][C:18]([C:21]3[CH:26]=[CH:25][CH:24]=[CH:23][N:22]=3)=[CH:19][CH:20]=2)[N:10]2[N:27]=[CH:28][C:29]([CH:30]([CH3:31])[CH3:32])=[C:9]2[N:8]=1)[CH2:4][CH3:5], predict the reactants needed to synthesize it. The reactants are: [OH:1][CH2:2][C@H:3]([NH:6][C:7]1[N:12]=[C:11]([NH:13][CH2:14][C:15]2[CH:20]=[CH:19][C:18]([C:21]3[CH:26]=[CH:25][CH:24]=[CH:23][N:22]=3)=[CH:17][CH:16]=2)[N:10]2[N:27]=[CH:28][C:29]([CH:30]([CH3:32])[CH3:31])=[C:9]2[N:8]=1)[CH2:4][CH3:5].[C:33]([OH:40])(=[O:39])/[CH:34]=[CH:35]/[C:36]([OH:38])=[O:37]. (2) Given the product [CH2:1]([O:4][C:5]1[C:12]([O:13][CH2:14][CH:15]=[CH2:16])=[CH:11][CH:10]=[CH:9][C:6]=1[CH:7]([OH:8])[CH3:17])[CH:2]=[CH2:3], predict the reactants needed to synthesize it. The reactants are: [CH2:1]([O:4][C:5]1[C:12]([O:13][CH2:14][CH:15]=[CH2:16])=[CH:11][CH:10]=[CH:9][C:6]=1[CH:7]=[O:8])[CH:2]=[CH2:3].[CH3:17][Mg]Br.